From a dataset of Ames mutagenicity test results for genotoxicity prediction. Regression/Classification. Given a drug SMILES string, predict its toxicity properties. Task type varies by dataset: regression for continuous values (e.g., LD50, hERG inhibition percentage) or binary classification for toxic/non-toxic outcomes (e.g., AMES mutagenicity, cardiotoxicity, hepatotoxicity). Dataset: ames. (1) The molecule is Cc1cc2c(nc(N)n2C)c2ncc(-c3ccccc3)nc12. The result is 1 (mutagenic). (2) The molecule is O=Cc1ccc(CO)o1. The result is 1 (mutagenic). (3) The molecule is CC1(c2ccccc2)C(=O)c2ccccc2N1O. The result is 0 (non-mutagenic). (4) The compound is CCCCOC(=O)c1ccc(O)cc1. The result is 0 (non-mutagenic). (5) The compound is N#CCCN. The result is 0 (non-mutagenic). (6) The molecule is Nc1cc(N)c(-c2ccccc2)c([N+](=O)[O-])c1. The result is 1 (mutagenic). (7) The result is 0 (non-mutagenic). The compound is C=CC1CC=CCC1. (8) The compound is Cc1cc2c(cc1C)-c1ccccc1C2. The result is 0 (non-mutagenic). (9) The molecule is C[C@@H]1C[C@H]2OC(=O)[C@]3(C)[C@H]2[C@@H](O[C@]3(C)O)[C@@]2(C)C(=O)C=C[C@@H]12. The result is 0 (non-mutagenic).